The task is: Regression/Classification. Given a drug SMILES string, predict its absorption, distribution, metabolism, or excretion properties. Task type varies by dataset: regression for continuous measurements (e.g., permeability, clearance, half-life) or binary classification for categorical outcomes (e.g., BBB penetration, CYP inhibition). For this dataset (solubility_aqsoldb), we predict Y.. This data is from Aqueous solubility values for 9,982 compounds from the AqSolDB database. (1) The compound is COc1cc2nc(N3CCN(C(=O)c4ccco4)CC3)nc(N)c2cc1OC. The Y is -5.09 log mol/L. (2) The molecule is c1ccc(OCCOc2ccccc2)cc1. The Y is -3.99 log mol/L. (3) The drug is CNc1ccc(S(=O)(=O)N(C)C)cc1. The Y is -3.08 log mol/L. (4) The molecule is CNC(Cc1ccc(O)c(O)c1)C(=O)O. The Y is -1.02 log mol/L. (5) The compound is O=C1NC(=O)C(=O)C(=O)N1. The Y is -1.25 log mol/L.